Dataset: Forward reaction prediction with 1.9M reactions from USPTO patents (1976-2016). Task: Predict the product of the given reaction. (1) Given the reactants [S:1]1[C:5]2[CH:6]=[C:7]([NH:10][C:11]3[CH:19]=[C:18]([NH:20][CH:21]4[CH2:25][CH2:24][CH2:23][CH2:22]4)[C:14]([C:15]([OH:17])=O)=[CH:13][N:12]=3)[CH:8]=[CH:9][C:4]=2[N:3]=[CH:2]1.[NH2:26][CH2:27][C@@H:28]([F:33])[C:29]([CH3:32])([OH:31])[CH3:30].C(O)(C(F)(F)F)=O, predict the reaction product. The product is: [S:1]1[C:5]2[CH:6]=[C:7]([NH:10][C:11]3[CH:19]=[C:18]([NH:20][CH:21]4[CH2:22][CH2:23][CH2:24][CH2:25]4)[C:14]([C:15]([NH:26][CH2:27][C@@H:28]([F:33])[C:29]([OH:31])([CH3:32])[CH3:30])=[O:17])=[CH:13][N:12]=3)[CH:8]=[CH:9][C:4]=2[N:3]=[CH:2]1. (2) Given the reactants [CH:1]1[C:14]2[CH:13]=[C:12]([CH:15]=O)[C:11]3[C:6](=[CH:7][CH:8]=[CH:9][CH:10]=3)[C:5]=2[CH:4]=[CH:3][CH:2]=1.[CH3:17][O:18][C:19]1[CH:20]=[C:21]([CH:25]=[CH:26][C:27]=1[O:28][CH3:29])[CH2:22][C:23]#[N:24], predict the reaction product. The product is: [CH3:17][O:18][C:19]1[CH:20]=[C:21](/[C:22](=[CH:15]/[C:12]2[C:11]3[C:6]([C:5]4[CH:4]=[CH:3][CH:2]=[CH:1][C:14]=4[CH:13]=2)=[CH:7][CH:8]=[CH:9][CH:10]=3)/[C:23]#[N:24])[CH:25]=[CH:26][C:27]=1[O:28][CH3:29]. (3) Given the reactants Cl[C:2]1[CH:7]=[CH:6][N:5]=[C:4]2[CH:8]=[C:9]([C:11]3[N:15]([CH3:16])[C:14]([C:17]([OH:21])([CH3:20])[CH2:18][OH:19])=[N:13][CH:12]=3)[S:10][C:3]=12.[CH3:22][C:23]1[NH:24][C:25]2[C:30]([CH:31]=1)=[CH:29][C:28]([NH2:32])=[CH:27][CH:26]=2, predict the reaction product. The product is: [CH3:16][N:15]1[C:11]([C:9]2[S:10][C:3]3[C:4](=[N:5][CH:6]=[CH:7][C:2]=3[NH:32][C:28]3[CH:29]=[C:30]4[C:25](=[CH:26][CH:27]=3)[NH:24][C:23]([CH3:22])=[CH:31]4)[CH:8]=2)=[CH:12][N:13]=[C:14]1[C:17]([OH:21])([CH3:20])[CH2:18][OH:19]. (4) Given the reactants [NH:1]1[C:9]2[C:4](=[C:5]([C:10]3[CH:15]=[CH:14][N:13]=[C:12]4[N:16](S(C5C=CC(C)=CC=5)(=O)=O)[C:17]([C:19]5[CH:20]=[C:21]([S:25]([NH2:28])(=[O:27])=[O:26])[CH:22]=[CH:23][CH:24]=5)=[CH:18][C:11]=34)[CH:6]=[CH:7][CH:8]=2)[CH:3]=[CH:2]1.[OH-].[Na+], predict the reaction product. The product is: [NH:1]1[C:9]2[C:4](=[C:5]([C:10]3[CH:15]=[CH:14][N:13]=[C:12]4[NH:16][C:17]([C:19]5[CH:20]=[C:21]([S:25]([NH2:28])(=[O:27])=[O:26])[CH:22]=[CH:23][CH:24]=5)=[CH:18][C:11]=34)[CH:6]=[CH:7][CH:8]=2)[CH:3]=[CH:2]1. (5) Given the reactants Br[C:2]1[CH:11]=[CH:10][C:5]([C:6]([O:8][CH3:9])=[O:7])=[C:4]([O:12][CH3:13])[CH:3]=1.[CH:14]([O-])=[O:15].[Na+].C([O-])([O-])=O.[Na+].[Na+], predict the reaction product. The product is: [CH:14]([C:2]1[CH:11]=[CH:10][C:5]([C:6]([O:8][CH3:9])=[O:7])=[C:4]([O:12][CH3:13])[CH:3]=1)=[O:15]. (6) Given the reactants Br[C:2]1[CH:3]=[CH:4][CH:5]=[C:6]2[C:10]=1[C:9](=[O:11])[N:8]([C:12]1[CH:17]=[CH:16][C:15]([C:18]([CH3:21])([CH3:20])[CH3:19])=[CH:14][CH:13]=1)[CH2:7]2.[CH:22]([C:24]1[CH:29]=[CH:28][N:27]=[CH:26][CH:25]=1)=[CH2:23].C1(C)C=CC=CC=1P(C1C=CC=CC=1C)C1C=CC=CC=1C.CCN(CC)CC, predict the reaction product. The product is: [C:18]([C:15]1[CH:16]=[CH:17][C:12]([N:8]2[CH2:7][C:6]3[C:10](=[C:2]([CH:23]=[CH:22][C:24]4[CH:29]=[CH:28][N:27]=[CH:26][CH:25]=4)[CH:3]=[CH:4][CH:5]=3)[C:9]2=[O:11])=[CH:13][CH:14]=1)([CH3:21])([CH3:20])[CH3:19]. (7) The product is: [CH3:6][NH:7][CH2:8][CH2:9][CH2:10][O:11][C:12]1[CH:21]=[C:20]2[C:15]([C:16]([C:22]3[C:26]([C:27]4[CH:32]=[CH:31][CH:30]=[CH:29][N:28]=4)=[N:25][N:24]4[CH2:33][CH2:34][CH2:35][C:23]=34)=[CH:17][CH:18]=[N:19]2)=[CH:14][CH:13]=1. Given the reactants C(O[C:6](=O)[N:7](C)[CH2:8][CH2:9][CH2:10][O:11][C:12]1[CH:21]=[C:20]2[C:15]([C:16]([C:22]3[C:26]([C:27]4[CH:32]=[CH:31][CH:30]=[CH:29][N:28]=4)=[N:25][N:24]4[CH2:33][CH2:34][CH2:35][C:23]=34)=[CH:17][CH:18]=[N:19]2)=[CH:14][CH:13]=1)(C)(C)C, predict the reaction product.